From a dataset of Forward reaction prediction with 1.9M reactions from USPTO patents (1976-2016). Predict the product of the given reaction. The product is: [C:1]([O:5][C:6](=[O:19])[N:7]([CH2:16][CH2:17][CH2:18][S:20][CH2:21][CH2:22][OH:23])[CH2:8][CH2:9][C:10]1[CH:11]=[CH:12][CH:13]=[CH:14][CH:15]=1)([CH3:3])([CH3:2])[CH3:4]. Given the reactants [C:1]([O:5][C:6](=[O:19])[N:7]([CH2:16][CH:17]=[CH2:18])[CH2:8][CH2:9][C:10]1[CH:15]=[CH:14][CH:13]=[CH:12][CH:11]=1)([CH3:4])([CH3:3])[CH3:2].[SH:20][CH2:21][CH2:22][OH:23], predict the reaction product.